From a dataset of Catalyst prediction with 721,799 reactions and 888 catalyst types from USPTO. Predict which catalyst facilitates the given reaction. (1) Reactant: [C:1]([O:5][C:6]([NH:8][C:9]1([C:12]([OH:14])=O)[CH2:11][CH2:10]1)=[O:7])([CH3:4])([CH3:3])[CH3:2].S(C1C=CC(C)=CC=1)(O)(=O)=O.[CH2:26]([O:33][C:34](=[O:48])[C@H:35]([CH2:37][C:38]([O:40][CH2:41][C:42]1[CH:47]=[CH:46][CH:45]=[CH:44][CH:43]=1)=[O:39])[NH2:36])[C:27]1[CH:32]=[CH:31][CH:30]=[CH:29][CH:28]=1.CCN=C=NCCCN(C)C.Cl.ON1C2C=CC=CC=2N=N1.C(N(CC)C(C)C)(C)C.Cl. Product: [CH2:26]([O:33][C:34](=[O:48])[C@H:35]([CH2:37][C:38]([O:40][CH2:41][C:42]1[CH:43]=[CH:44][CH:45]=[CH:46][CH:47]=1)=[O:39])[NH:36][C:12]([C:9]1([NH:8][C:6]([O:5][C:1]([CH3:2])([CH3:3])[CH3:4])=[O:7])[CH2:10][CH2:11]1)=[O:14])[C:27]1[CH:28]=[CH:29][CH:30]=[CH:31][CH:32]=1. The catalyst class is: 4. (2) Reactant: C([NH:14][CH:15]([CH3:22])[CH2:16][CH2:17][C:18]([CH3:21])([OH:20])[CH3:19])(C1C=CC=CC=1)C1C=CC=CC=1. Product: [NH2:14][CH:15]([CH3:22])[CH2:16][CH2:17][C:18]([CH3:21])([OH:20])[CH3:19]. The catalyst class is: 293. (3) The catalyst class is: 547. Reactant: C([C:4]1([C:10]2[C:18]3[C:13](=[CH:14][CH:15]=[C:16]([NH:19][C:20]([C:22]4[CH:27]=[CH:26][C:25]([NH2:28])=[CH:24][CH:23]=4)=[O:21])[CH:17]=3)[NH:12][N:11]=2)[CH:9]=[CH:8][CH:7]=[CH:6][CH2:5]1)(=O)C.Cl. Product: [NH2:28][C:25]1[CH:24]=[CH:23][C:22]([C:20]([NH:19][C:16]2[CH:17]=[C:18]3[C:13](=[CH:14][CH:15]=2)[NH:12][N:11]=[C:10]3[C:4]2[CH:5]=[CH:6][CH:7]=[CH:8][CH:9]=2)=[O:21])=[CH:27][CH:26]=1. (4) Reactant: C(O)C.[CH:4]1([C:10]2[C:18]3[C:17](=[O:19])[NH:16][C:15]([C:20]4[CH:25]=[CH:24][C:23]([N:26]5[CH2:31][CH2:30][C:29](=[O:32])[CH2:28][CH2:27]5)=[CH:22][C:21]=4[O:33][CH3:34])=[N:14][C:13]=3[N:12]([CH3:35])[N:11]=2)[CH2:9][CH2:8][CH2:7][CH2:6][CH2:5]1.[BH4-].[Na+]. Product: [CH:4]1([C:10]2[C:18]3[C:17](=[O:19])[NH:16][C:15]([C:20]4[CH:25]=[CH:24][C:23]([N:26]5[CH2:31][CH2:30][CH:29]([OH:32])[CH2:28][CH2:27]5)=[CH:22][C:21]=4[O:33][CH3:34])=[N:14][C:13]=3[N:12]([CH3:35])[N:11]=2)[CH2:5][CH2:6][CH2:7][CH2:8][CH2:9]1. The catalyst class is: 21. (5) Reactant: [C:9](O[C:9]([O:11][C:12]([CH3:15])([CH3:14])[CH3:13])=[O:10])([O:11][C:12]([CH3:15])([CH3:14])[CH3:13])=[O:10].[N:16]1([C:25]([C:30]2[CH:31]=[C:32]([CH3:37])[C:33]([NH2:36])=[N:34][CH:35]=2)([CH2:28][CH3:29])[CH2:26][CH3:27])[C:20]2[CH:21]=[CH:22][CH:23]=[CH:24][C:19]=2[N:18]=[N:17]1. Product: [C:12]([O:11][C:9](=[O:10])[NH:36][C:33]1[C:32]([CH3:37])=[CH:31][C:30]([C:25]([N:16]2[C:20]3[CH:21]=[CH:22][CH:23]=[CH:24][C:19]=3[N:18]=[N:17]2)([CH2:28][CH3:29])[CH2:26][CH3:27])=[CH:35][N:34]=1)([CH3:13])([CH3:14])[CH3:15]. The catalyst class is: 13. (6) Reactant: [CH:1]([C:3]1[O:7][N:6]=[C:5]([C:8]([O:10][CH2:11][CH3:12])=[O:9])[C:4]=1[CH3:13])=[O:2].[CH3:14][C:15]([CH3:21])([CH3:20])[CH:16](O)[CH2:17][OH:18]. Product: [C:15]([CH:16]1[CH2:17][O:18][CH:1]([C:3]2[O:7][N:6]=[C:5]([C:8]([O:10][CH2:11][CH3:12])=[O:9])[C:4]=2[CH3:13])[O:2]1)([CH3:21])([CH3:20])[CH3:14]. The catalyst class is: 11. (7) Reactant: [C:1]([O:9][CH:10]1[CH2:14][C:13](=[O:15])[CH:12]=[CH:11]1)(=[O:8])[C:2]1[CH:7]=[CH:6][CH:5]=[CH:4][CH:3]=1.[H][H]. Product: [C:1]([O:9][CH:10]1[CH2:11][CH2:12][C:13](=[O:15])[CH2:14]1)(=[O:8])[C:2]1[CH:3]=[CH:4][CH:5]=[CH:6][CH:7]=1. The catalyst class is: 350.